This data is from Full USPTO retrosynthesis dataset with 1.9M reactions from patents (1976-2016). The task is: Predict the reactants needed to synthesize the given product. (1) Given the product [C:12]([C:9]1[CH:10]=[CH:11][C:6]([CH:2]=[O:1])=[CH:7][CH:8]=1)(=[O:18])[CH2:13][CH2:14][CH2:15][CH2:16][CH3:17], predict the reactants needed to synthesize it. The reactants are: [O:1]1CCO[CH:2]1[C:6]1[CH:11]=[CH:10][C:9]([C:12](=[O:18])[CH2:13][CH2:14][CH2:15][CH2:16][CH3:17])=[CH:8][CH:7]=1.Cl.CCOC(C)=O. (2) The reactants are: Cl[C:2]1[N:7]=[CH:6][N:5]=[C:4]([N:8]2[CH2:13][CH2:12][O:11][CH2:10][CH2:9]2)[CH:3]=1.O.[NH2:15][NH2:16]. Given the product [NH:15]([C:2]1[N:7]=[CH:6][N:5]=[C:4]([N:8]2[CH2:13][CH2:12][O:11][CH2:10][CH2:9]2)[CH:3]=1)[NH2:16], predict the reactants needed to synthesize it.